The task is: Predict the product of the given reaction.. This data is from Forward reaction prediction with 1.9M reactions from USPTO patents (1976-2016). (1) Given the reactants [NH2:1][C@@H:2]([CH2:13][CH:14]1[CH2:19][CH2:18][CH2:17][CH2:16][CH2:15]1)[CH2:3][N:4]([CH3:12])[C:5](=[O:11])[O:6][C:7]([CH3:10])([CH3:9])[CH3:8].CCN(C(C)C)C(C)C.[Cl:29][C:30]1[CH:31]=[C:32]([C@@H:36]([C@@H:45]2[CH2:50][CH2:49][CH2:48][NH:47][CH2:46]2)[O:37][CH2:38][CH2:39][NH:40][C:41](=[O:44])[O:42][CH3:43])[CH:33]=[CH:34][CH:35]=1.N1([C:56](N2C=CN=C2)=[S:57])C=CN=C1, predict the reaction product. The product is: [Cl:29][C:30]1[CH:31]=[C:32]([C@@H:36]([C@@H:45]2[CH2:50][CH2:49][CH2:48][N:47]([C:56](=[S:57])[NH:1][C@H:2]([CH2:3][N:4]([CH3:12])[C:5]([O:6][C:7]([CH3:9])([CH3:10])[CH3:8])=[O:11])[CH2:13][CH:14]3[CH2:15][CH2:16][CH2:17][CH2:18][CH2:19]3)[CH2:46]2)[O:37][CH2:38][CH2:39][NH:40][C:41](=[O:44])[O:42][CH3:43])[CH:33]=[CH:34][CH:35]=1. (2) Given the reactants [C:1]([O:5][C:6]([N:8]1[CH:12]=[CH:11][C:10]([C:13]2[CH:18]=[CH:17][C:16]([I:19])=[CH:15][CH:14]=2)=[C:9]1[CH:20]=[O:21])=[O:7])([CH3:4])([CH3:3])[CH3:2].[Li+].[BH4-], predict the reaction product. The product is: [C:1]([O:5][C:6]([N:8]1[CH:12]=[CH:11][C:10]([C:13]2[CH:14]=[CH:15][C:16]([I:19])=[CH:17][CH:18]=2)=[C:9]1[CH2:20][OH:21])=[O:7])([CH3:4])([CH3:2])[CH3:3]. (3) Given the reactants [Cl:1][C:2]1[CH:3]=[C:4]([CH:9]([CH:12]([OH:24])[C:13]2[CH:18]=[CH:17][CH:16]=[CH:15][C:14]=2[C:19]2[S:20][CH:21]=[CH:22][CH:23]=2)[C:10]#[N:11])[CH:5]=[CH:6][C:7]=1[Cl:8], predict the reaction product. The product is: [NH2:11][CH2:10][CH:9]([C:4]1[CH:5]=[CH:6][C:7]([Cl:8])=[C:2]([Cl:1])[CH:3]=1)[CH:12]([C:13]1[CH:18]=[CH:17][CH:16]=[CH:15][C:14]=1[C:19]1[S:20][CH:21]=[CH:22][CH:23]=1)[OH:24]. (4) Given the reactants [Br:1][C:2]1[CH:3]=[C:4]([CH:16]=[CH:17][CH:18]=1)[CH2:5][N:6]1[CH:11]=[CH:10][CH:9]=[C:8]([C:12]([OH:14])=O)[C:7]1=[O:15].Cl.[NH2:20][C@@H:21]([CH2:26][CH2:27][CH2:28][NH:29][C:30]([O:32][C:33]([CH3:36])([CH3:35])[CH3:34])=[O:31])[C:22]([O:24][CH3:25])=[O:23].CN(C(ON1N=NC2C=CC=CC1=2)=[N+](C)C)C.F[P-](F)(F)(F)(F)F, predict the reaction product. The product is: [Br:1][C:2]1[CH:3]=[C:4]([CH:16]=[CH:17][CH:18]=1)[CH2:5][N:6]1[CH:11]=[CH:10][CH:9]=[C:8]([C:12]([NH:20][C@@H:21]([CH2:26][CH2:27][CH2:28][NH:29][C:30]([O:32][C:33]([CH3:36])([CH3:35])[CH3:34])=[O:31])[C:22]([O:24][CH3:25])=[O:23])=[O:14])[C:7]1=[O:15].